This data is from Reaction yield outcomes from USPTO patents with 853,638 reactions. The task is: Predict the reaction yield, written as a fraction of the theoretical maximum amount of product (1.0 means a 100% yield; for example, 0.34 means a 34% yield). (1) The reactants are C([O-])=O.[NH4+].[CH2:5]([O:12][C:13]1[CH:18]=[CH:17][C:16]([N+:19]([O-])=O)=[CH:15][C:14]=1[F:22])[C:6]1[CH:11]=[CH:10][CH:9]=[CH:8][CH:7]=1.C1(C)C=CC=CC=1. The catalyst is [Fe].O. The product is [CH2:5]([O:12][C:13]1[CH:18]=[CH:17][C:16]([NH2:19])=[CH:15][C:14]=1[F:22])[C:6]1[CH:7]=[CH:8][CH:9]=[CH:10][CH:11]=1. The yield is 1.00. (2) The product is [CH3:1][O:2][C:3](=[O:15])[C:4]1[CH:5]=[C:6]([O:14][C:29]2[CH:30]=[CH:31][C:26]([S:23]([CH3:22])(=[O:25])=[O:24])=[CH:27][CH:28]=2)[CH:7]=[C:8]([O:10][CH:11]([CH3:12])[CH3:13])[CH:9]=1. The catalyst is CN(C=O)C. The reactants are [CH3:1][O:2][C:3](=[O:15])[C:4]1[CH:9]=[C:8]([O:10][CH:11]([CH3:13])[CH3:12])[CH:7]=[C:6]([OH:14])[CH:5]=1.C([O-])([O-])=O.[Cs+].[Cs+].[CH3:22][S:23]([C:26]1[CH:31]=[CH:30][C:29](F)=[CH:28][CH:27]=1)(=[O:25])=[O:24]. The yield is 1.00. (3) The reactants are [NH2:1][C:2]1[CH:10]=[CH:9][CH:8]=[CH:7][C:3]=1[C:4](O)=O.[C:11]1(=O)[CH2:15][CH2:14][CH2:13][CH2:12]1.O=P(Cl)(Cl)[Cl:19]. No catalyst specified. The product is [Cl:19][C:4]1[C:3]2[CH:7]=[CH:8][CH:9]=[CH:10][C:2]=2[N:1]=[C:12]2[CH2:13][CH2:14][CH2:15][C:11]=12. The yield is 0.790. (4) The reactants are [NH2:1][C:2]1[N:7]=[CH:6][C:5]([C:8]([CH3:12])([CH3:11])[C:9]#[N:10])=[CH:4][CH:3]=1.Br[C:14]1[C:15](=[O:22])[N:16]([CH3:21])[CH:17]=[C:18]([Br:20])[CH:19]=1.CC1(C)C2C(=C(P(C3C=CC=CC=3)C3C=CC=CC=3)C=CC=2)OC2C(P(C3C=CC=CC=3)C3C=CC=CC=3)=CC=CC1=2.C(=O)([O-])[O-].[Cs+].[Cs+]. The catalyst is C1C=CC(/C=C/C(/C=C/C2C=CC=CC=2)=O)=CC=1.C1C=CC(/C=C/C(/C=C/C2C=CC=CC=2)=O)=CC=1.C1C=CC(/C=C/C(/C=C/C2C=CC=CC=2)=O)=CC=1.[Pd].[Pd].O1CCOCC1. The product is [Br:20][C:18]1[CH:19]=[C:14]([NH:1][C:2]2[N:7]=[CH:6][C:5]([C:8]([CH3:12])([CH3:11])[C:9]#[N:10])=[CH:4][CH:3]=2)[C:15](=[O:22])[N:16]([CH3:21])[CH:17]=1. The yield is 0.380. (5) The reactants are Cl[C:2]1[C:11]2[C:6](=[CH:7][CH:8]=[CH:9][CH:10]=2)[C:5]([Cl:12])=[N:4][N:3]=1.[CH3:13][O:14][C:15]([C:17]1[CH:22]=[CH:21][C:20](B(O)O)=[CH:19][CH:18]=1)=[O:16].[O-]P([O-])([O-])=O.[K+].[K+].[K+].[OH-].[Na+]. The catalyst is O1CCOCC1.C1C=CC(P(C2C=CC=CC=2)[C-]2C=CC=C2)=CC=1.C1C=CC(P(C2C=CC=CC=2)[C-]2C=CC=C2)=CC=1.Cl[Pd]Cl.[Fe+2].ClCCl.O. The product is [Cl:12][C:5]1[C:6]2[C:11](=[CH:10][CH:9]=[CH:8][CH:7]=2)[C:2]([C:20]2[CH:21]=[CH:22][C:17]([C:15]([O:14][CH3:13])=[O:16])=[CH:18][CH:19]=2)=[N:3][N:4]=1. The yield is 0.450. (6) The reactants are [N:1]([CH2:4][C@@H:5]1[CH2:10][NH:9][C:8]2[CH:11]=[CH:12][CH:13]=[C:14](Br)[C:7]=2[O:6]1)=[N+:2]=[N-:3].[F:16][C:17]([F:28])([F:27])[C:18]1[CH:23]=[CH:22][CH:21]=[CH:20][C:19]=1B(O)O. The yield is 0.560. No catalyst specified. The product is [N:1]([CH2:4][C@H:5]1[CH2:10][NH:9][C:8]2[CH:11]=[CH:12][CH:13]=[C:14]([C:19]3[CH:20]=[CH:21][CH:22]=[CH:23][C:18]=3[C:17]([F:28])([F:27])[F:16])[C:7]=2[O:6]1)=[N+:2]=[N-:3]. (7) The reactants are [CH3:1][C:2]1[CH:7]=[CH:6][C:5]([S:8](Cl)(=[O:10])=[O:9])=[CH:4][CH:3]=1.[CH3:12][C:13]1[O:17][C:16]([CH2:18][CH2:19][OH:20])=[CH:15][CH:14]=1. The catalyst is N1C=CC=CC=1. The product is [CH3:12][C:13]1[O:17][C:16]([CH2:18][CH2:19][OH:20])=[CH:15][CH:14]=1.[CH3:1][C:2]1[CH:7]=[CH:6][C:5]([S:8]([O-:10])(=[O:17])=[O:9])=[CH:4][CH:3]=1. The yield is 0.810. (8) The reactants are [Li+].[OH-].C[O:4][C:5]([CH:7]1[CH2:12][CH2:11][N:10]([C:13]2[CH:18]=[CH:17][CH:16]=[CH:15][CH:14]=2)[CH2:9][CH2:8]1)=[O:6]. The catalyst is C1COCC1.CO.O. The product is [C:13]1([N:10]2[CH2:11][CH2:12][CH:7]([C:5]([OH:6])=[O:4])[CH2:8][CH2:9]2)[CH:14]=[CH:15][CH:16]=[CH:17][CH:18]=1. The yield is 0.671.